From a dataset of Catalyst prediction with 721,799 reactions and 888 catalyst types from USPTO. Predict which catalyst facilitates the given reaction. (1) Reactant: N(C(OC(C)C)=O)=NC(OC(C)C)=O.[CH:15]1([N:18]2[C:24]3[N:25]=[CH:26][C:27]([CH2:29][CH2:30][OH:31])=[CH:28][C:23]=3[C:22](=[O:32])[NH:21][C:20]3[C:33]([CH3:37])=[CH:34][CH:35]=[N:36][C:19]2=3)[CH2:17][CH2:16]1.O[C:39]1[C:48]2[C:43](=[CH:44][CH:45]=[CH:46][CH:47]=2)[N:42]=[CH:41][CH:40]=1.C1C=CC(P(C2C=CC=CC=2)C2C=CC=CC=2)=CC=1. Product: [CH:15]1([N:18]2[C:24]3[N:25]=[CH:26][C:27]([CH2:29][CH2:30][O:31][C:39]4[C:48]5[C:43](=[CH:44][CH:45]=[CH:46][CH:47]=5)[N:42]=[CH:41][CH:40]=4)=[CH:28][C:23]=3[C:22](=[O:32])[NH:21][C:20]3[C:33]([CH3:37])=[CH:34][CH:35]=[N:36][C:19]2=3)[CH2:17][CH2:16]1. The catalyst class is: 1. (2) Reactant: Cl[C:2]1[C:7]([C:8]#[C:9][C:10]2[CH:11]=[N:12][C:13]([NH2:16])=[CH:14][CH:15]=2)=[C:6]([CH3:17])[N:5]=[CH:4][N:3]=1.[C:18]([O-:21])([O-])=O.[Cs+].[Cs+].[CH3:24][CH2:25]O.[CH3:27][OH:28]. The catalyst class is: 628. Product: [CH3:27][O:28][C:18](=[O:21])[C:25]1[CH:24]=[CH:2][C:7]([C:2]2[C:7]([C:8]#[C:9][C:10]3[CH:11]=[N:12][C:13]([NH2:16])=[CH:14][CH:15]=3)=[C:6]([CH3:17])[N:5]=[CH:4][N:3]=2)=[CH:6][CH:17]=1. (3) Reactant: C([Si](C)(C)[O:6][C:7]1[CH:8]=[CH:9][CH:10]=[C:11]2[C:16]=1[N:15]=[C:14]([NH:17][C:18]1[C:19]([NH2:26])=[CH:20][C:21]([O:24][CH3:25])=[CH:22][CH:23]=1)[CH:13]=[CH:12]2)(C)(C)C.[C:29](O)(=O)C.C(N)=N. Product: [CH3:25][O:24][C:21]1[CH:22]=[CH:23][C:18]2[N:17]([C:14]3[CH:13]=[CH:12][C:11]4[C:16](=[C:7]([OH:6])[CH:8]=[CH:9][CH:10]=4)[N:15]=3)[CH:29]=[N:26][C:19]=2[CH:20]=1. The catalyst class is: 141. (4) Product: [N:7]1([CH2:6][CH2:5][CH2:4][CH2:3][CH2:2][N:30]2[CH2:31][CH2:32][CH:27]([C:23]3[CH:22]=[C:21]([NH:20][C:18](=[O:19])[CH:17]([CH3:16])[CH3:33])[CH:26]=[CH:25][CH:24]=3)[CH2:28][CH2:29]2)[C:15]2[C:10](=[CH:11][CH:12]=[CH:13][CH:14]=2)[CH:9]=[CH:8]1. Reactant: Cl[CH2:2][CH2:3][CH2:4][CH2:5][CH2:6][N:7]1[C:15]2[C:10](=[CH:11][CH:12]=[CH:13][CH:14]=2)[CH:9]=[CH:8]1.[CH3:16][CH:17]([CH3:33])[C:18]([NH:20][C:21]1[CH:26]=[CH:25][CH:24]=[C:23]([CH:27]2[CH2:32][CH2:31][NH:30][CH2:29][CH2:28]2)[CH:22]=1)=[O:19].C([O-])([O-])=O.[K+].[K+].[Na+].[I-]. The catalyst class is: 3. (5) Product: [C:39]([OH:42])(=[O:41])/[CH:40]=[CH:33]/[C:32]([OH:35])=[O:34].[F:1][C:2]1[CH:7]=[CH:6][CH:5]=[CH:4][C:3]=1[C:8]1[CH:9]=[C:10]([CH2:22][NH:23][CH3:24])[S:11][C:12]=1[S:13][C:14]1[CH:19]=[CH:18][CH:17]=[C:16]([O:20][CH3:21])[CH:15]=1. Reactant: [F:1][C:2]1[CH:7]=[CH:6][CH:5]=[CH:4][C:3]=1[C:8]1[CH:9]=[C:10]([CH2:22][N:23](C)[C:24](=O)OC(C)(C)C)[S:11][C:12]=1[S:13][C:14]1[CH:19]=[CH:18][CH:17]=[C:16]([O:20][CH3:21])[CH:15]=1.[C:32]([O:35]CC)(=[O:34])[CH3:33].Cl.[C:39]([O:42]CC)(=[O:41])[CH3:40]. The catalyst class is: 8. (6) Reactant: [CH3:1][C:2]1[CH:7]=[CH:6][C:5]([C:8]2[N:12]=[C:11]([CH2:13][CH2:14][C:15](=[O:17])[CH3:16])[O:10][N:9]=2)=[CH:4][C:3]=1[NH:18][C:19](=[O:25])[O:20][C:21]([CH3:24])([CH3:23])[CH3:22].[CH3:26][Mg+].[Br-]. The catalyst class is: 1. Product: [OH:17][C:15]([CH3:26])([CH3:16])[CH2:14][CH2:13][C:11]1[O:10][N:9]=[C:8]([C:5]2[CH:6]=[CH:7][C:2]([CH3:1])=[C:3]([NH:18][C:19](=[O:25])[O:20][C:21]([CH3:24])([CH3:23])[CH3:22])[CH:4]=2)[N:12]=1. (7) The catalyst class is: 147. Product: [Si:38]([O:51][C:52]1[CH:57]=[CH:56][C:55]([O:58][CH2:59][C@@H:60]([OH:61])[CH2:62][NH:4][CH2:5][CH2:6][C:7]2[CH:8]=[CH:9][C:10]([NH:11][CH:12]3[CH2:17][CH2:16][N:15]([C:18]([NH:20][CH2:21][C:22]4[CH:27]=[CH:26][CH:25]=[C:24]([O:28][CH3:29])[C:23]=4[O:30][CH3:31])=[O:19])[CH2:14][CH2:13]3)=[CH:32][CH:33]=2)=[CH:54][CH:53]=1)([C:34]([CH3:35])([CH3:37])[CH3:36])([C:39]1[CH:44]=[CH:43][CH:42]=[CH:41][CH:40]=1)[C:45]1[CH:46]=[CH:47][CH:48]=[CH:49][CH:50]=1. Reactant: C(O)=O.[NH2:4][CH2:5][CH2:6][C:7]1[CH:33]=[CH:32][C:10]([NH:11][CH:12]2[CH2:17][CH2:16][N:15]([C:18]([NH:20][CH2:21][C:22]3[CH:27]=[CH:26][CH:25]=[C:24]([O:28][CH3:29])[C:23]=3[O:30][CH3:31])=[O:19])[CH2:14][CH2:13]2)=[CH:9][CH:8]=1.[C:34]([Si:38]([O:51][C:52]1[CH:57]=[CH:56][C:55]([O:58][CH2:59][CH:60]2[CH2:62][O:61]2)=[CH:54][CH:53]=1)([C:45]1[CH:50]=[CH:49][CH:48]=[CH:47][CH:46]=1)[C:39]1[CH:44]=[CH:43][CH:42]=[CH:41][CH:40]=1)([CH3:37])([CH3:36])[CH3:35]. (8) Reactant: [CH:1](=[N:8][NH:9][C:10]1[CH:18]=[CH:17][CH:16]=[CH:15][C:11]=1[C:12]([OH:14])=[O:13])[C:2]1[CH:7]=[CH:6][CH:5]=[CH:4][CH:3]=1.O1CCC[CH2:20]1.C[Si](C=[N+]=[N-])(C)C. Product: [CH:1](=[N:8][NH:9][C:10]1[CH:18]=[CH:17][CH:16]=[CH:15][C:11]=1[C:12]([O:14][CH3:20])=[O:13])[C:2]1[CH:3]=[CH:4][CH:5]=[CH:6][CH:7]=1. The catalyst class is: 5.